From a dataset of Catalyst prediction with 721,799 reactions and 888 catalyst types from USPTO. Predict which catalyst facilitates the given reaction. (1) Reactant: Br[C:2]1[CH:7]=[CH:6][C:5]([N+:8]([O-:10])=[O:9])=[CH:4][N:3]=1.[C:11]1(B(O)O)[CH:16]=[CH:15][CH:14]=[CH:13][CH:12]=1.[O-]P([O-])([O-])=O.[K+].[K+].[K+]. Product: [N+:8]([C:5]1[CH:6]=[CH:7][C:2]([C:11]2[CH:16]=[CH:15][CH:14]=[CH:13][CH:12]=2)=[N:3][CH:4]=1)([O-:10])=[O:9]. The catalyst class is: 70. (2) Reactant: [NH2:1][C:2]1[N:7]=[C:6](S(C)=O)[C:5]([C:11]#[N:12])=[C:4]([C:13]2[CH:18]=[CH:17][CH:16]=[CH:15][N:14]=2)[N:3]=1.[CH2:19]([NH2:26])[C:20]1[CH:25]=[CH:24][CH:23]=[CH:22][CH:21]=1. Product: [NH2:1][C:2]1[N:7]=[C:6]([NH:26][CH2:19][C:20]2[CH:25]=[CH:24][CH:23]=[CH:22][CH:21]=2)[C:5]([C:11]#[N:12])=[C:4]([C:13]2[CH:18]=[CH:17][CH:16]=[CH:15][N:14]=2)[N:3]=1. The catalyst class is: 57. (3) Reactant: [N+:1]([C:4]1[CH:13]=[CH:12][CH:11]=[C:10]2[C:5]=1[CH:6]=[CH:7][CH:8]=[N:9]2)([O-:3])=[O:2].S(OC)(O[CH3:18])(=O)=O.[I-:21].[K+]. Product: [I-:21].[CH3:18][N+:9]1[C:10]2[C:5](=[C:4]([N+:1]([O-:3])=[O:2])[CH:13]=[CH:12][CH:11]=2)[CH:6]=[CH:7][CH:8]=1. The catalyst class is: 6. (4) Reactant: [C:1]1([C@@H:7]2[NH:11][CH:10]([C:12]([OH:14])=[O:13])[CH2:9][S:8]2)[CH:6]=[CH:5][CH:4]=[CH:3][CH:2]=1.CCN(C(C)C)C(C)C.Cl[C:25]([O:27][CH2:28][C:29]1[CH:34]=[CH:33][CH:32]=[CH:31][CH:30]=1)=[O:26]. Product: [CH2:28]([O:27][C:25]([N:11]1[CH:10]([C:12]([OH:14])=[O:13])[CH2:9][S:8][C@@H:7]1[C:1]1[CH:2]=[CH:3][CH:4]=[CH:5][CH:6]=1)=[O:26])[C:29]1[CH:34]=[CH:33][CH:32]=[CH:31][CH:30]=1. The catalyst class is: 3. (5) Reactant: [CH3:1][C:2]([O:6][C:7]1[CH:8]=[C:9]2[C:14](=[CH:15][CH:16]=1)[N:13]=[CH:12][CH:11]=[CH:10]2)([CH3:5])[C:3]#[CH:4]. Product: [CH3:5][C:2]1([CH3:1])[O:6][C:7]2[C:8](=[C:9]3[C:14](=[CH:15][CH:16]=2)[N:13]=[CH:12][CH:11]=[CH:10]3)[CH:4]=[CH:3]1. The catalyst class is: 262.